Dataset: Full USPTO retrosynthesis dataset with 1.9M reactions from patents (1976-2016). Task: Predict the reactants needed to synthesize the given product. (1) Given the product [NH2:1][C:4]1[CH:5]=[C:6]2[C:10](=[CH:11][CH:12]=1)[N:9]([C:13]1[N:21]=[C:20]([NH:22][C@H:23]3[CH2:28][CH2:27][C@H:26]([NH:29][C:30]([O:32][C:33]([CH3:35])([CH3:36])[CH3:34])=[O:31])[CH2:25][CH2:24]3)[N:19]=[C:18]3[C:14]=1[N:15]=[CH:16][N:17]3[C:37]([O:39][C:40]([CH3:43])([CH3:42])[CH3:41])=[O:38])[CH2:8][CH2:7]2, predict the reactants needed to synthesize it. The reactants are: [N+:1]([C:4]1[CH:5]=[C:6]2[C:10](=[CH:11][CH:12]=1)[N:9]([C:13]1[N:21]=[C:20]([NH:22][C@H:23]3[CH2:28][CH2:27][C@H:26]([NH:29][C:30]([O:32][C:33]([CH3:36])([CH3:35])[CH3:34])=[O:31])[CH2:25][CH2:24]3)[N:19]=[C:18]3[C:14]=1[N:15]=[CH:16][N:17]3[C:37]([O:39][C:40]([CH3:43])([CH3:42])[CH3:41])=[O:38])[CH2:8][CH2:7]2)([O-])=O.[H][H]. (2) Given the product [F:7][C:8]1[CH:13]=[CH:12][C:11]([S:14][CH:16]([C:22](=[O:24])[CH3:23])[C:17]([O:19][CH2:20][CH3:21])=[O:18])=[CH:10][CH:9]=1, predict the reactants needed to synthesize it. The reactants are: N1C=CC=CC=1.[F:7][C:8]1[CH:13]=[CH:12][C:11]([SH:14])=[CH:10][CH:9]=1.Cl[CH:16]([C:22](=[O:24])[CH3:23])[C:17]([O:19][CH2:20][CH3:21])=[O:18].C(OCC)(=O)C. (3) Given the product [CH2:1]([P:3]([O:4][CH2:5][CH2:6][CH2:7][CH3:8])([CH2:10][CH2:11][C:12]([OH:16])=[O:13])=[O:9])[CH3:2], predict the reactants needed to synthesize it. The reactants are: [CH2:1]([P:3]([CH2:10][CH2:11][CH:12]=[O:13])(=[O:9])[O:4][CH2:5][CH2:6][CH2:7][CH3:8])[CH3:2].CC(C)=[O:16].OS(O)(=O)=O.O=[Cr](=O)=O.C(O)(C)C.